Dataset: Forward reaction prediction with 1.9M reactions from USPTO patents (1976-2016). Task: Predict the product of the given reaction. (1) Given the reactants C(Cl)(=O)C(Cl)=O.Cl.[N:8]1([C:14]2[CH:19]=[CH:18][N:17]=[C:16]([C:20]([OH:22])=O)[CH:15]=2)[CH2:13][CH2:12][O:11][CH2:10][CH2:9]1.C(N(CC)CC)C.Cl.[C:31]([O:35][NH2:36])([CH3:34])([CH3:33])[CH3:32], predict the reaction product. The product is: [C:31]([O:35][NH:36][C:20]([C:16]1[CH:15]=[C:14]([N:8]2[CH2:9][CH2:10][O:11][CH2:12][CH2:13]2)[CH:19]=[CH:18][N:17]=1)=[O:22])([CH3:34])([CH3:33])[CH3:32]. (2) Given the reactants [OH:1][C:2]1[CH:3]=[C:4]2[C:9](=[CH:10][CH:11]=1)[C:8]([C:12]([OH:14])=[O:13])=[CH:7][CH:6]=[CH:5]2.Cl[C:16]1[C:25]2[C:20](=[C:21]([C:26]([F:29])([F:28])[F:27])[CH:22]=[CH:23][CH:24]=2)[N:19]=[CH:18][CH:17]=1, predict the reaction product. The product is: [F:29][C:26]([F:27])([F:28])[C:21]1[CH:22]=[CH:23][CH:24]=[C:25]2[C:20]=1[N:19]=[CH:18][CH:17]=[C:16]2[O:1][C:2]1[CH:3]=[C:4]2[C:9](=[CH:10][CH:11]=1)[C:8]([C:12]([OH:14])=[O:13])=[CH:7][CH:6]=[CH:5]2.